From a dataset of Reaction yield outcomes from USPTO patents with 853,638 reactions. Predict the reaction yield, written as a fraction of the theoretical maximum amount of product (1.0 means a 100% yield; for example, 0.34 means a 34% yield). (1) The reactants are [CH:1]1([CH2:4][N:5]2[C:10](=[O:11])[C:9]([CH2:12]OS(C)(=O)=O)=[CH:8][C:7]([C:18]3[CH:23]=[CH:22][C:21]([S:24][CH3:25])=[CH:20][CH:19]=3)=[N:6]2)[CH2:3][CH2:2]1.[CH3:26][N:27]1[CH2:32][CH2:31][NH:30][CH2:29][CH2:28]1. No catalyst specified. The product is [CH:1]1([CH2:4][N:5]2[C:10](=[O:11])[C:9]([CH2:12][N:30]3[CH2:31][CH2:32][N:27]([CH3:26])[CH2:28][CH2:29]3)=[CH:8][C:7]([C:18]3[CH:23]=[CH:22][C:21]([S:24][CH3:25])=[CH:20][CH:19]=3)=[N:6]2)[CH2:2][CH2:3]1. The yield is 0.857. (2) The reactants are C1(P(C2C=CC=CC=2)C2C=CC=CC=2)C=CC=CC=1.[C:20]([Br:24])(Br)(Br)Br.[CH2:25]([O:32][CH2:33][CH:34]([OH:37])CO)[C:26]1[CH:31]=[CH:30][CH:29]=[CH:28][CH:27]=1. The catalyst is N1C=CC=CC=1. The product is [CH2:25]([O:32][CH2:33][CH:34]([OH:37])[CH2:20][Br:24])[C:26]1[CH:31]=[CH:30][CH:29]=[CH:28][CH:27]=1. The yield is 0.800.